The task is: Regression. Given a peptide amino acid sequence and an MHC pseudo amino acid sequence, predict their binding affinity value. This is MHC class I binding data.. This data is from Peptide-MHC class I binding affinity with 185,985 pairs from IEDB/IMGT. (1) The peptide sequence is QVNDVLHSV. The MHC is HLA-B57:01 with pseudo-sequence HLA-B57:01. The binding affinity (normalized) is 0.0847. (2) The peptide sequence is TLKGTSYKM. The MHC is HLA-B18:01 with pseudo-sequence HLA-B18:01. The binding affinity (normalized) is 0.0847. (3) The peptide sequence is GLPRIVARQI. The MHC is Mamu-A01 with pseudo-sequence Mamu-A01. The binding affinity (normalized) is 0. (4) The peptide sequence is SLLNNQFG. The MHC is H-2-Db with pseudo-sequence H-2-Db. The binding affinity (normalized) is 0.